Dataset: Catalyst prediction with 721,799 reactions and 888 catalyst types from USPTO. Task: Predict which catalyst facilitates the given reaction. (1) Reactant: [F:1][C:2]([F:19])([F:18])[C:3]1[CH:17]=[CH:16][CH:15]=[CH:14][C:4]=1[CH2:5][NH:6][CH2:7][CH2:8][C:9]([O:11][CH2:12][CH3:13])=[O:10].[C:20](O[C:20]([O:22][C:23]([CH3:26])([CH3:25])[CH3:24])=[O:21])([O:22][C:23]([CH3:26])([CH3:25])[CH3:24])=[O:21].CN(C)CCN.[NH4+].[Cl-]. Product: [C:23]([O:22][C:20]([N:6]([CH2:5][C:4]1[CH:14]=[CH:15][CH:16]=[CH:17][C:3]=1[C:2]([F:18])([F:19])[F:1])[CH2:7][CH2:8][C:9]([O:11][CH2:12][CH3:13])=[O:10])=[O:21])([CH3:26])([CH3:25])[CH3:24]. The catalyst class is: 1. (2) Reactant: [CH3:1][O:2][C:3](=[O:29])[CH2:4][N:5]1[C:11](=[O:12])[C@@H:10]([NH:13]C(OC(C)(C)C)=O)[C:9]2[CH:21]=[CH:22][CH:23]=[CH:24][C:8]=2[C:7]2[CH:25]=[CH:26][CH:27]=[CH:28][C:6]1=2.P(=O)(O)(O)O.[OH-].[Na+]. Product: [CH3:1][O:2][C:3](=[O:29])[CH2:4][N:5]1[C:11](=[O:12])[C@@H:10]([NH2:13])[C:9]2[CH:21]=[CH:22][CH:23]=[CH:24][C:8]=2[C:7]2[CH:25]=[CH:26][CH:27]=[CH:28][C:6]1=2. The catalyst class is: 4. (3) Product: [C:33]([O:32][C:30]([NH:29][CH:25]([CH:26]([CH3:28])[CH3:27])[C:24]([N:20]1[CH2:21][CH2:22][CH2:23][CH:19]1[C:17]([NH:16][CH:5]([CH2:6][C:7]1[CH:12]=[C:11]([F:13])[C:10]([F:14])=[CH:9][C:8]=1[F:15])[CH2:4][C:3]([OH:38])=[O:2])=[O:18])=[O:37])=[O:31])([CH3:36])([CH3:35])[CH3:34]. The catalyst class is: 87. Reactant: C[O:2][C:3](=[O:38])[CH2:4][CH:5]([NH:16][C:17]([CH:19]1[CH2:23][CH2:22][CH2:21][N:20]1[C:24](=[O:37])[CH:25]([NH:29][C:30]([O:32][C:33]([CH3:36])([CH3:35])[CH3:34])=[O:31])[CH:26]([CH3:28])[CH3:27])=[O:18])[CH2:6][C:7]1[CH:12]=[C:11]([F:13])[C:10]([F:14])=[CH:9][C:8]=1[F:15].O[Li].O. (4) Reactant: [C:1]([C:4]1[C:5]([NH:26][C:27]2[CH:28]=[N:29][C:30](Cl)=[CH:31][CH:32]=2)=[N:6][N:7]([C:9]2([CH2:23][C:24]#[N:25])[CH2:14][CH2:13][N:12]([C:15]([O:17][CH2:18][C:19]([F:22])([F:21])[F:20])=[O:16])[CH2:11][CH2:10]2)[CH:8]=1)(=[O:3])[NH2:2].[CH3:34][N:35]1[CH:39]=[C:38](B2OC(C)(C)C(C)(C)O2)[CH:37]=[N:36]1.P([O-])([O-])([O-])=O.[K+].[K+].[K+].O1CCOCC1. Product: [C:1]([C:4]1[C:5]([NH:26][C:27]2[CH:28]=[N:29][C:30]([C:38]3[CH:37]=[N:36][N:35]([CH3:34])[CH:39]=3)=[CH:31][CH:32]=2)=[N:6][N:7]([C:9]2([CH2:23][C:24]#[N:25])[CH2:14][CH2:13][N:12]([C:15]([O:17][CH2:18][C:19]([F:22])([F:21])[F:20])=[O:16])[CH2:11][CH2:10]2)[CH:8]=1)(=[O:3])[NH2:2]. The catalyst class is: 263. (5) Reactant: C(Cl)(=O)OC(Cl)C.C([N:15]1[CH2:38][CH:37]([C:39]2[CH:44]=[CH:43][C:42]([Cl:45])=[CH:41][CH:40]=2)[O:36][C:17]2([CH2:22][CH2:21][N:20]([C:23]([C:25]3[CH:30]=[CH:29][C:28]([O:31][CH:32]([CH3:34])[CH3:33])=[C:27]([CH3:35])[CH:26]=3)=[O:24])[CH2:19][CH2:18]2)[CH2:16]1)C1C=CC=CC=1. Product: [Cl:45][C:42]1[CH:43]=[CH:44][C:39]([CH:37]2[O:36][C:17]3([CH2:18][CH2:19][N:20]([C:23]([C:25]4[CH:30]=[CH:29][C:28]([O:31][CH:32]([CH3:33])[CH3:34])=[C:27]([CH3:35])[CH:26]=4)=[O:24])[CH2:21][CH2:22]3)[CH2:16][NH:15][CH2:38]2)=[CH:40][CH:41]=1. The catalyst class is: 26.